Dataset: Catalyst prediction with 721,799 reactions and 888 catalyst types from USPTO. Task: Predict which catalyst facilitates the given reaction. (1) Reactant: [F:1][C:2]1([F:13])[O:6][C:5]2[CH:7]=[C:8](I)[C:9]([F:11])=[CH:10][C:4]=2[O:3]1.C(O[B:18]1[O:22][C:21]([CH3:24])([CH3:23])[C:20]([CH3:26])([CH3:25])[O:19]1)(C)C. Product: [CH3:25][C:20]1([CH3:26])[C:21]([CH3:24])([CH3:23])[O:22][B:18]([C:8]2[C:9]([F:11])=[CH:10][C:4]3[O:3][C:2]([F:13])([F:1])[O:6][C:5]=3[CH:7]=2)[O:19]1. The catalyst class is: 7. (2) Reactant: [CH2:1]([N:8]1[C:13](=[O:14])[C:12](Br)=[C:11]([Br:16])[CH:10]=[N:9]1)[C:2]1[CH:7]=[CH:6][CH:5]=[CH:4][CH:3]=1.FC(F)(F)CN1[C:25](=[O:26])C(Br)=C(Br)C=N1. Product: [CH2:1]([N:8]1[C:13](=[O:14])[C:12]([O:26][CH3:25])=[C:11]([Br:16])[CH:10]=[N:9]1)[C:2]1[CH:7]=[CH:6][CH:5]=[CH:4][CH:3]=1. The catalyst class is: 5. (3) Reactant: C(OC([NH:8][C@@H:9]1[CH2:14][CH2:13][CH2:12][N:11]([C:15]2[N:16]([CH2:33][C:34]3[CH:39]=[CH:38][CH:37]=[CH:36][C:35]=3[Cl:40])[C:17]3[C:22](=[O:23])[N:21]([CH3:24])[C:20]4=[C:25]([C:28]([O:30][CH3:31])=[O:29])[NH:26][N:27]=[C:19]4[C:18]=3[N:32]=2)[CH2:10]1)=O)(C)(C)C. Product: [ClH:40].[NH2:8][C@@H:9]1[CH2:14][CH2:13][CH2:12][N:11]([C:15]2[N:16]([CH2:33][C:34]3[CH:39]=[CH:38][CH:37]=[CH:36][C:35]=3[Cl:40])[C:17]3[C:22](=[O:23])[N:21]([CH3:24])[C:20]4=[C:25]([C:28]([O:30][CH3:31])=[O:29])[NH:26][N:27]=[C:19]4[C:18]=3[N:32]=2)[CH2:10]1. The catalyst class is: 89.